Predict the product of the given reaction. From a dataset of Forward reaction prediction with 1.9M reactions from USPTO patents (1976-2016). Given the reactants [NH2:1][C:2]1[CH:3]=[CH:4][C:5](Br)=[C:6]2[C:10]=1[C:9](=[O:11])[NH:8][CH2:7]2.[C:13](=[O:16])([O-])[O-].[K+].[K+].O, predict the reaction product. The product is: [NH2:1][C:2]1[CH:3]=[CH:4][C:5]([C:2]2[CH:3]=[CH:4][C:13]([OH:16])=[CH:9][CH:10]=2)=[C:6]2[C:10]=1[C:9](=[O:11])[NH:8][CH2:7]2.